This data is from Peptide-MHC class I binding affinity with 185,985 pairs from IEDB/IMGT. The task is: Regression. Given a peptide amino acid sequence and an MHC pseudo amino acid sequence, predict their binding affinity value. This is MHC class I binding data. (1) The peptide sequence is LMDSIFVST. The MHC is HLA-A68:02 with pseudo-sequence HLA-A68:02. The binding affinity (normalized) is 0.308. (2) The peptide sequence is YLHTLWKAGI. The MHC is HLA-A02:02 with pseudo-sequence HLA-A02:02. The binding affinity (normalized) is 0.633.